This data is from Peptide-MHC class I binding affinity with 185,985 pairs from IEDB/IMGT. The task is: Regression. Given a peptide amino acid sequence and an MHC pseudo amino acid sequence, predict their binding affinity value. This is MHC class I binding data. (1) The peptide sequence is KTDIVNTTY. The MHC is HLA-A69:01 with pseudo-sequence HLA-A69:01. The binding affinity (normalized) is 0.0847. (2) The peptide sequence is YLPLSVFII. The MHC is Mamu-A01 with pseudo-sequence Mamu-A01. The binding affinity (normalized) is 1.00. (3) The peptide sequence is APIQDEERDI. The MHC is HLA-B51:01 with pseudo-sequence HLA-B51:01. The binding affinity (normalized) is 0. (4) The peptide sequence is SDDQLRLLK. The MHC is HLA-B40:01 with pseudo-sequence HLA-B40:01. The binding affinity (normalized) is 0.0847. (5) The peptide sequence is AMLGHAGDM. The MHC is HLA-A02:01 with pseudo-sequence HLA-A02:01. The binding affinity (normalized) is 0.196. (6) The peptide sequence is EKRHRILDMYM. The MHC is HLA-B27:05 with pseudo-sequence HLA-B27:05. The binding affinity (normalized) is 0.406. (7) The peptide sequence is YTVKYKNL. The MHC is H-2-Db with pseudo-sequence H-2-Db. The binding affinity (normalized) is 0.